From a dataset of Peptide-MHC class II binding affinity with 134,281 pairs from IEDB. Regression. Given a peptide amino acid sequence and an MHC pseudo amino acid sequence, predict their binding affinity value. This is MHC class II binding data. The peptide sequence is EPIAAYHFDLSGKAF. The MHC is DRB1_0401 with pseudo-sequence DRB1_0401. The binding affinity (normalized) is 0.857.